This data is from Reaction yield outcomes from USPTO patents with 853,638 reactions. The task is: Predict the reaction yield, written as a fraction of the theoretical maximum amount of product (1.0 means a 100% yield; for example, 0.34 means a 34% yield). (1) The reactants are [OH:1][CH2:2][C:3]1([C:16]([O:18][CH3:19])=[O:17])[O:8][CH2:7][CH2:6][N:5]([C:9]([O:11][C:12]([CH3:15])([CH3:14])[CH3:13])=[O:10])[CH2:4]1.[C:20]1([CH3:30])[CH:25]=[CH:24][C:23]([S:26](Cl)(=[O:28])=[O:27])=[CH:22][CH:21]=1.O. The catalyst is N1C=CC=CC=1. The product is [S:26]([O:1][CH2:2][C:3]1([C:16]([O:18][CH3:19])=[O:17])[O:8][CH2:7][CH2:6][N:5]([C:9]([O:11][C:12]([CH3:14])([CH3:15])[CH3:13])=[O:10])[CH2:4]1)([C:23]1[CH:24]=[CH:25][C:20]([CH3:30])=[CH:21][CH:22]=1)(=[O:28])=[O:27]. The yield is 0.800. (2) The reactants are Cl.[F:2][C:3]1[CH:4]=[C:5]([CH:9]=[CH:10][CH:11]=1)[C:6]([NH2:8])=[NH:7].[CH2:12]([O:14][C:15](=[O:24])[C:16](=[CH:20]N(C)C)[C:17](=O)[CH3:18])[CH3:13]. The catalyst is CCO. The product is [CH2:12]([O:14][C:15]([C:16]1[C:17]([CH3:18])=[N:7][C:6]([C:5]2[CH:9]=[CH:10][CH:11]=[C:3]([F:2])[CH:4]=2)=[N:8][CH:20]=1)=[O:24])[CH3:13]. The yield is 0.990. (3) The reactants are [CH3:1][C:2]1([CH2:5][O:6][C:7]2[CH:12]=[CH:11][CH:10]=[CH:9][C:8]=2[NH:13][C:14](=[O:16])[CH3:15])[CH2:4][O:3]1.[Cl:17][C:18]1[CH:29]=[CH:28][C:21]([O:22][CH:23]2[CH2:27][CH2:26][NH:25][CH2:24]2)=[CH:20][CH:19]=1. No catalyst specified. The product is [ClH:17].[Cl:17][C:18]1[CH:29]=[CH:28][C:21]([O:22][CH:23]2[CH2:27][CH2:26][N:25]([CH2:4][C:2]([OH:3])([CH3:1])[CH2:5][O:6][C:7]3[CH:12]=[CH:11][CH:10]=[CH:9][C:8]=3[NH:13][C:14](=[O:16])[CH3:15])[CH2:24]2)=[CH:20][CH:19]=1. The yield is 1.10. (4) The reactants are [NH2:1][C:2]1[N:3]=[N:4][C:5]([C:8]2[CH:17]=[CH:16][C:11]([C:12]([O:14][CH3:15])=[O:13])=[CH:10][CH:9]=2)=[CH:6][N:7]=1.Cl[CH:19]([C:22]1([C:25]2[CH:26]=[C:27]3[C:32](=[CH:33][CH:34]=2)[N:31]=[CH:30][CH:29]=[CH:28]3)[CH2:24][CH2:23]1)[CH:20]=O.C(N(CC)CC)C. The catalyst is C(O)(C)C. The product is [N:31]1[C:32]2[C:27](=[CH:26][C:25]([C:22]3([C:19]4[N:3]5[N:4]=[C:5]([C:8]6[CH:9]=[CH:10][C:11]([C:12]([O:14][CH3:15])=[O:13])=[CH:16][CH:17]=6)[CH:6]=[N:7][C:2]5=[N:1][CH:20]=4)[CH2:24][CH2:23]3)=[CH:34][CH:33]=2)[CH:28]=[CH:29][CH:30]=1. The yield is 0.440.